This data is from Full USPTO retrosynthesis dataset with 1.9M reactions from patents (1976-2016). The task is: Predict the reactants needed to synthesize the given product. Given the product [N:23]1([C:6]([C:5]2[CH:9]=[CH:10][C:2]([Cl:1])=[N:3][CH:4]=2)=[O:8])[CH2:26][CH2:25][CH2:24]1, predict the reactants needed to synthesize it. The reactants are: [Cl:1][C:2]1[CH:10]=[CH:9][C:5]([C:6]([OH:8])=O)=[CH:4][N:3]=1.C(Cl)(=O)C(Cl)=O.CCOCC.Cl.[NH:23]1[CH2:26][CH2:25][CH2:24]1.C(N(CC)CC)C.